Regression. Given a peptide amino acid sequence and an MHC pseudo amino acid sequence, predict their binding affinity value. This is MHC class II binding data. From a dataset of Peptide-MHC class II binding affinity with 134,281 pairs from IEDB. (1) The peptide sequence is EKKYFTATQFEPLAA. The MHC is HLA-DQA10501-DQB10201 with pseudo-sequence HLA-DQA10501-DQB10201. The binding affinity (normalized) is 0.414. (2) The MHC is H-2-IAs with pseudo-sequence H-2-IAs. The binding affinity (normalized) is 0. The peptide sequence is RDKYMFATAVAELAGS.